Dataset: Catalyst prediction with 721,799 reactions and 888 catalyst types from USPTO. Task: Predict which catalyst facilitates the given reaction. (1) Product: [CH3:43][N:44]1[CH:48]=[C:47]([C:2]2[CH:11]=[CH:10][C:9]([NH:8][C:12]3[C:16]4[CH2:17][N:18]([C:21](=[O:23])[CH3:22])[CH2:19][CH2:20][C:15]=4[N:14]([C@H:24]4[CH2:28][CH2:27][O:26][CH2:25]4)[N:13]=3)=[CH:4][CH:3]=2)[CH:46]=[N:45]1. The catalyst class is: 12. Reactant: Br[C:2]1[CH:3]=[C:4]2[C:9](=[CH:10][CH:11]=1)[N:8]([C:12]1[C:16]3[CH2:17][N:18]([C:21](=[O:23])[CH3:22])[CH2:19][CH2:20][C:15]=3[N:14]([C@H:24]3[CH2:28][CH2:27][O:26][CH2:25]3)[N:13]=1)CC(O[Si](C(C)(C)C)(C)C)C2.C(O[Na])(C)(C)C.[CH3:43][N:44]1[CH:48]=[C:47](C2C=CC(N)=CC=2)[CH:46]=[N:45]1.COC(C)(C)C.C1(P(C2CCCCC2)C2C(OC)=CC=C(OC)C=2C2C(C(C)C)=CC(C(C)C)=CC=2C(C)C)CCCCC1. (2) Reactant: Cl[CH2:2][C:3]1[N:4]([CH3:13])[C:5]2[C:10]([N:11]=1)=[CH:9][N:8]=[C:7]([CH3:12])[N:6]=2.[F:14][C:15]1[CH:20]=[CH:19][CH:18]=[C:17]([C:21]2[NH:22][CH:23]=[CH:24][N:25]=2)[N:16]=1.C([O-])([O-])=O.[K+].[K+]. Product: [F:14][C:15]1[N:16]=[C:17]([C:21]2[N:25]([CH2:2][C:3]3[N:4]([CH3:13])[C:5]4[C:10]([N:11]=3)=[CH:9][N:8]=[C:7]([CH3:12])[N:6]=4)[CH:24]=[CH:23][N:22]=2)[CH:18]=[CH:19][CH:20]=1. The catalyst class is: 18. (3) Reactant: C(N(CC)CC)C.Cl.[NH2:9][CH2:10][C:11]1[CH:19]=[CH:18][CH:17]=[C:16]2[C:12]=1[CH2:13][N:14]([CH:21]1[CH2:26][CH2:25][C:24](=[O:27])[NH:23][C:22]1=[O:28])[C:15]2=[O:20].[Cl:29][C:30]1[CH:31]=[C:32]([CH:36]=[CH:37][C:38]=1[Cl:39])[C:33](Cl)=[O:34]. Product: [Cl:29][C:30]1[CH:31]=[C:32]([CH:36]=[CH:37][C:38]=1[Cl:39])[C:33]([NH:9][CH2:10][C:11]1[CH:19]=[CH:18][CH:17]=[C:16]2[C:12]=1[CH2:13][N:14]([CH:21]1[CH2:26][CH2:25][C:24](=[O:27])[NH:23][C:22]1=[O:28])[C:15]2=[O:20])=[O:34]. The catalyst class is: 1. (4) Reactant: [CH3:1][O:2][C:3]1[CH:4]=[C:5]2[C:25](=[CH:26][CH:27]=1)[CH2:24][C:8]1[C:9]3[CH:15]=[CH:14][C:13]([O:16][S:17]([C:20]([F:23])([F:22])[F:21])(=[O:19])=[O:18])=[CH:12][C:10]=3[O:11][C:7]=1[C:6]2([CH3:29])[CH3:28].Cl([O-])=[O:31].[Na+].ON1C(=O)C2=CC=CC=C2C1=O.C(Cl)Cl. Product: [CH3:1][O:2][C:3]1[CH:4]=[C:5]2[C:25](=[CH:26][CH:27]=1)[C:24](=[O:31])[C:8]1[C:9]3[CH:15]=[CH:14][C:13]([O:16][S:17]([C:20]([F:21])([F:23])[F:22])(=[O:18])=[O:19])=[CH:12][C:10]=3[O:11][C:7]=1[C:6]2([CH3:29])[CH3:28]. The catalyst class is: 47. (5) Reactant: [F:1][C:2]1[CH:7]=[CH:6][C:5]([S:8]([NH:11][CH:12]([CH2:15][CH3:16])[CH2:13][CH3:14])(=[O:10])=[O:9])=[CH:4][CH:3]=1.Br[CH2:18][C:19]1[CH:20]=[CH:21][C:22]([C:25]#[N:26])=[N:23][CH:24]=1.C([O-])([O-])=O.[K+].[K+]. Product: [C:25]([C:22]1[N:23]=[CH:24][C:19]([CH2:18][N:11]([CH:12]([CH2:15][CH3:16])[CH2:13][CH3:14])[S:8]([C:5]2[CH:4]=[CH:3][C:2]([F:1])=[CH:7][CH:6]=2)(=[O:10])=[O:9])=[CH:20][CH:21]=1)#[N:26]. The catalyst class is: 3.